Dataset: Reaction yield outcomes from USPTO patents with 853,638 reactions. Task: Predict the reaction yield, written as a fraction of the theoretical maximum amount of product (1.0 means a 100% yield; for example, 0.34 means a 34% yield). (1) The reactants are [Br:1][C:2]1[C:3]([N:18]2[CH2:23][CH2:22][CH2:21][C@@H:20]([NH:24]C(=O)OC(C)(C)C)[CH2:19]2)=[C:4]2[C:10]([NH:11][C:12](=[O:17])[CH2:13][CH:14]3[CH2:16][CH2:15]3)=[CH:9][NH:8][C:5]2=[N:6][CH:7]=1.[ClH:32]. The catalyst is C(O)(C(F)(F)F)=O.C(Cl)Cl.CCOCC. The product is [ClH:32].[NH2:24][C@@H:20]1[CH2:21][CH2:22][CH2:23][N:18]([C:3]2[C:2]([Br:1])=[CH:7][N:6]=[C:5]3[NH:8][CH:9]=[C:10]([NH:11][C:12](=[O:17])[CH2:13][CH:14]4[CH2:15][CH2:16]4)[C:4]=23)[CH2:19]1. The yield is 0.420. (2) The reactants are CO[C:3]([C:5]1[CH:6]=[CH:7][C:8]2[N:9]([CH:20]=[N:21][CH:22]=2)[C:10]=1[NH:11][C:12]1[CH:17]=[CH:16][C:15]([I:18])=[CH:14][C:13]=1[F:19])=[O:4].[CH:23]([O:25][CH2:26][CH2:27][O:28][NH2:29])=[CH2:24].C[Si]([N-][Si](C)(C)C)(C)C.[Li+]. The catalyst is C1COCC1. The product is [CH:23]([O:25][CH2:26][CH2:27][O:28][NH:29][C:3]([C:5]1[CH:6]=[CH:7][C:8]2[N:9]([CH:20]=[N:21][CH:22]=2)[C:10]=1[NH:11][C:12]1[CH:17]=[CH:16][C:15]([I:18])=[CH:14][C:13]=1[F:19])=[O:4])=[CH2:24]. The yield is 0.600.